This data is from NCI-60 drug combinations with 297,098 pairs across 59 cell lines. The task is: Regression. Given two drug SMILES strings and cell line genomic features, predict the synergy score measuring deviation from expected non-interaction effect. Drug 1: CC1=C2C(C(=O)C3(C(CC4C(C3C(C(C2(C)C)(CC1OC(=O)C(C(C5=CC=CC=C5)NC(=O)OC(C)(C)C)O)O)OC(=O)C6=CC=CC=C6)(CO4)OC(=O)C)O)C)O. Drug 2: CN1C2=C(C=C(C=C2)N(CCCl)CCCl)N=C1CCCC(=O)O.Cl. Cell line: K-562. Synergy scores: CSS=0.448, Synergy_ZIP=5.20, Synergy_Bliss=-5.30, Synergy_Loewe=-26.2, Synergy_HSA=-8.59.